This data is from Catalyst prediction with 721,799 reactions and 888 catalyst types from USPTO. The task is: Predict which catalyst facilitates the given reaction. Reactant: [CH3:1][S-:2].[Na+].CC1C=CC(S(O[CH2:15][C:16]2(C)[CH2:21][C@H:20]([C:22]3[CH:27]=[CH:26][CH:25]=[C:24]([Cl:28])[CH:23]=3)[C@@H:19]([C:29]3[CH:34]=[CH:33][C:32]([Cl:35])=[CH:31][CH:30]=3)[N:18]([CH2:36][C:37]3[CH:42]=[CH:41][C:40]([O:43][CH3:44])=[CH:39][C:38]=3[O:45][CH3:46])[C:17]2=[O:47])(=O)=O)=CC=1.[CH3:49]N(C=O)C. Product: [Cl:28][C:24]1[CH:23]=[C:22]([C@@H:20]2[C@@H:19]([C:29]3[CH:30]=[CH:31][C:32]([Cl:35])=[CH:33][CH:34]=3)[N:18]([CH2:36][C:37]3[CH:42]=[CH:41][C:40]([O:43][CH3:44])=[CH:39][C:38]=3[O:45][CH3:46])[C:17](=[O:47])[C@@:16]([CH3:15])([CH2:1][S:2][CH3:49])[CH2:21]2)[CH:27]=[CH:26][CH:25]=1. The catalyst class is: 6.